The task is: Predict the product of the given reaction.. This data is from Forward reaction prediction with 1.9M reactions from USPTO patents (1976-2016). (1) Given the reactants [F:1][C:2]([F:35])([F:34])[C:3]1[CH:4]=[C:5]([NH:9][C:10]([N:12]2[C:20]3[C:15](=[CH:16][C:17]([O:21][C:22]4[N:27]=[CH:26][N:25]=[C:24]([CH2:28]OS(C)(=O)=O)[CH:23]=4)=[CH:18][CH:19]=3)[CH:14]=[CH:13]2)=[O:11])[CH:6]=[CH:7][CH:8]=1.[C:36]([O:40][C:41]([N:43]1[CH2:47][CH2:46][CH:45]([NH2:48])[CH2:44]1)=[O:42])([CH3:39])([CH3:38])[CH3:37].C(N(C(C)C)CC)(C)C, predict the reaction product. The product is: [C:36]([O:40][C:41]([N:43]1[CH2:47][CH2:46][CH:45]([NH:48][CH2:28][C:24]2[CH:23]=[C:22]([O:21][C:17]3[CH:16]=[C:15]4[C:20](=[CH:19][CH:18]=3)[N:12]([C:10](=[O:11])[NH:9][C:5]3[CH:6]=[CH:7][CH:8]=[C:3]([C:2]([F:35])([F:34])[F:1])[CH:4]=3)[CH:13]=[CH:14]4)[N:27]=[CH:26][N:25]=2)[CH2:44]1)=[O:42])([CH3:39])([CH3:37])[CH3:38]. (2) Given the reactants I[C:2]1[C:10]2[C:5](=[CH:6][C:7]([C:11]([NH:13][CH3:14])=[O:12])=[CH:8][CH:9]=2)[NH:4][N:3]=1.C(OC([N:22]1[C:30]2[C:25](=[CH:26][C:27]([CH2:31]O[Si](C(C)(C)C)(C)C)=[CH:28][CH:29]=2)[CH:24]=[C:23]1B(O)O)=O)(C)(C)C.[NH:43]1[CH2:48][CH2:47][O:46][CH2:45][CH2:44]1.C(O[BH-](OC(=O)C)OC(=O)C)(=O)C.[Na+], predict the reaction product. The product is: [CH3:14][NH:13][C:11]([C:7]1[CH:6]=[C:5]2[C:10]([C:2]([C:23]3[NH:22][C:30]4[C:25]([CH:24]=3)=[CH:26][C:27]([CH2:31][N:43]3[CH2:48][CH2:47][O:46][CH2:45][CH2:44]3)=[CH:28][CH:29]=4)=[N:3][NH:4]2)=[CH:9][CH:8]=1)=[O:12]. (3) The product is: [F:13][C:14]1[CH:15]=[C:16]([NH:17][C:2]2[CH:7]=[C:6]([F:8])[CH:5]=[C:4]([F:9])[C:3]=2[N+:10]([O-:12])=[O:11])[CH:18]=[C:19]([F:21])[CH:20]=1. Given the reactants F[C:2]1[CH:7]=[C:6]([F:8])[CH:5]=[C:4]([F:9])[C:3]=1[N+:10]([O-:12])=[O:11].[F:13][C:14]1[CH:15]=[C:16]([CH:18]=[C:19]([F:21])[CH:20]=1)[NH2:17].CC(C)([O-])C.[K+].O, predict the reaction product. (4) Given the reactants [F:1][C:2]1[CH:3]=[C:4]([NH:9][C:10]2[CH:11]=[N:12][CH:13]=[CH:14][CH:15]=2)[C:5]([NH2:8])=[CH:6][CH:7]=1.[C:16]([O:20][C:21]([NH:23][C@@H:24]([CH:28]([CH3:30])[CH3:29])[C:25](O)=[O:26])=[O:22])([CH3:19])([CH3:18])[CH3:17].C1C=NC2N(O)N=NC=2C=1.Cl.CN(C)CCCN=C=NCC, predict the reaction product. The product is: [C:16]([O:20][C:21](=[O:22])[NH:23][C@H:24]([C:25](=[O:26])[NH:8][C:5]1[CH:6]=[CH:7][C:2]([F:1])=[CH:3][C:4]=1[NH:9][C:10]1[CH:11]=[N:12][CH:13]=[CH:14][CH:15]=1)[CH:28]([CH3:29])[CH3:30])([CH3:17])([CH3:19])[CH3:18]. (5) Given the reactants [Cl:1][C:2]1[CH:3]=[C:4]([C:9]2[O:13][C:12]([CH2:14][CH2:15][NH:16][C:17]([C:19]3[NH:23][N:22]=[C:21]([C:24]([OH:26])=O)[CH:20]=3)=[O:18])=[CH:11][CH:10]=2)[CH:5]=[CH:6][C:7]=1[Cl:8].[C:27]([N:30]1[CH2:35][CH2:34][NH:33][CH2:32][CH2:31]1)(=[O:29])[CH3:28], predict the reaction product. The product is: [Cl:1][C:2]1[CH:3]=[C:4]([C:9]2[O:13][C:12]([CH2:14][CH2:15][NH:16][C:17]([C:19]3[NH:23][N:22]=[C:21]([C:24]([N:33]4[CH2:34][CH2:35][N:30]([C:27](=[O:29])[CH3:28])[CH2:31][CH2:32]4)=[O:26])[CH:20]=3)=[O:18])=[CH:11][CH:10]=2)[CH:5]=[CH:6][C:7]=1[Cl:8].